Dataset: Catalyst prediction with 721,799 reactions and 888 catalyst types from USPTO. Task: Predict which catalyst facilitates the given reaction. (1) Reactant: [O:1]1[CH2:6][CH2:5][CH:4]([NH2:7])[CH2:3][CH2:2]1.C(N(CC)CC)C.[F:15][C:16]1[CH:21]=[C:20]([S:22][C:23]([F:26])([F:25])[F:24])[CH:19]=[CH:18][C:17]=1[N:27]([CH3:31])[C:28](Cl)=[O:29]. Product: [F:15][C:16]1[CH:21]=[C:20]([S:22][C:23]([F:26])([F:25])[F:24])[CH:19]=[CH:18][C:17]=1[N:27]([CH3:31])[C:28]([NH:7][CH:4]1[CH2:5][CH2:6][O:1][CH2:2][CH2:3]1)=[O:29]. The catalyst class is: 7. (2) Product: [NH2:1][C:2]1[CH:3]=[C:4]([S:11]([CH2:14][C:15]([O:17][CH3:18])=[O:16])(=[O:13])=[O:12])[CH:5]=[CH:6][C:7]=1[NH2:8]. Reactant: [NH2:1][C:2]1[CH:3]=[C:4]([S:11]([CH2:14][C:15]([O:17][CH3:18])=[O:16])(=[O:13])=[O:12])[CH:5]=[CH:6][C:7]=1[N+:8]([O-])=O. The catalyst class is: 227.